From a dataset of Reaction yield outcomes from USPTO patents with 853,638 reactions. Predict the reaction yield, written as a fraction of the theoretical maximum amount of product (1.0 means a 100% yield; for example, 0.34 means a 34% yield). (1) The reactants are C[O:2][C:3](=[O:29])[CH:4]=[CH:5][C:6]1[CH:11]=[CH:10][C:9]([C:12]2[C:18]3[CH:19]=[CH:20][CH:21]=[CH:22][C:17]=3[CH2:16][CH2:15][CH2:14][C:13]=2[C:23]2[CH:28]=[CH:27][CH:26]=[CH:25][CH:24]=2)=[CH:8][CH:7]=1.[OH-].[K+]. The catalyst is CO.C1COCC1. The product is [C:23]1([C:13]2[CH2:14][CH2:15][CH2:16][C:17]3[CH:22]=[CH:21][CH:20]=[CH:19][C:18]=3[C:12]=2[C:9]2[CH:8]=[CH:7][C:6]([CH:5]=[CH:4][C:3]([OH:29])=[O:2])=[CH:11][CH:10]=2)[CH:28]=[CH:27][CH:26]=[CH:25][CH:24]=1. The yield is 0.960. (2) No catalyst specified. The yield is 0.180. The product is [CH2:4]1[N:3]2[C:12]3[CH:7]([CH2:8][C:9](=[O:18])[CH2:10][C:11]=3[CH:1]=[CH:2]2)[NH:14][CH2:6][CH2:5]1.[CH2:4]1[N:3]2[C:12]3[CH:7]([CH2:8][CH2:9][C:10](=[O:18])[C:11]=3[CH:1]=[CH:2]2)[CH2:6][NH:14][CH2:5]1. The reactants are [CH2:1]1[C:11]2=[C:12]3[C:7](=[CH:8][CH:9]=[CH:10]2)[C:6](=O)[CH2:5][CH2:4][N:3]3[CH2:2]1.[N-:14]=[N+]=[N-].[Na+].[OH-:18].[Na+]. (3) The reactants are [Cl:1][C:2]1[N:7]2[N:8]=[C:9]([C:13]3[CH:18]=[CH:17][C:16]([F:19])=[CH:15][CH:14]=3)[C:10]([CH:11]=[O:12])=[C:6]2[CH:5]=[CH:4][CH:3]=1.[C:20]([Mg]Br)#[CH:21]. No catalyst specified. The product is [Cl:1][C:2]1[N:7]2[N:8]=[C:9]([C:13]3[CH:18]=[CH:17][C:16]([F:19])=[CH:15][CH:14]=3)[C:10]([CH:11]([OH:12])[C:20]#[CH:21])=[C:6]2[CH:5]=[CH:4][CH:3]=1. The yield is 0.880. (4) The yield is 0.270. The product is [OH:22][CH2:23][CH2:24][N:25]1[C:33]2[C:28](=[CH:29][CH:30]=[CH:31][CH:32]=2)[C:27]([CH2:34][N:35]([CH3:36])[C:19](=[O:21])/[CH:18]=[CH:17]/[C:12]2[CH:13]=[N:14][C:15]3[NH:16][C:7](=[O:6])[CH2:8][CH2:9][C:10]=3[CH:11]=2)=[CH:26]1. The reactants are C(Cl)CCl.Cl.[O:6]=[C:7]1[NH:16][C:15]2[N:14]=[CH:13][C:12](/[CH:17]=[CH:18]/[C:19]([OH:21])=O)=[CH:11][C:10]=2[CH2:9][CH2:8]1.[OH:22][CH2:23][CH2:24][N:25]1[C:33]2[C:28](=[CH:29][CH:30]=[CH:31][CH:32]=2)[C:27]([CH2:34][NH:35][CH3:36])=[CH:26]1.C1C=CC2N(O)N=NC=2C=1.O.C(N(C(C)C)CC)(C)C. The catalyst is CN(C=O)C. (5) The reactants are [CH:1]1[C:10]2[C:5](=[CH:6][CH:7]=[CH:8][CH:9]=2)[CH:4]=[CH:3][C:2]=1[NH:11][N:12]=[C:13]([C:16]#[N:17])[C:14]#[N:15].NC1C=CC2C(=CC=CC=2)C=1.C(#N)CC#N.O.[NH2:35][NH2:36]. No catalyst specified. The product is [NH2:15][C:14]1[C:13](=[N:12][NH:11][C:2]2[CH:3]=[CH:4][C:5]3[C:10](=[CH:9][CH:8]=[CH:7][CH:6]=3)[CH:1]=2)[C:16]([NH2:17])=[N:36][N:35]=1. The yield is 0.670. (6) The reactants are C1([CH:7]([C:9]2[CH:14]=[CH:13][C:12]([N:15]3[CH:19]=[C:18]([C:20]([F:23])([F:22])[F:21])[CH:17]=[N:16]3)=[CH:11][C:10]=2[CH3:24])[NH2:8])CCCCC1.F[C:26]1[CH:35]=[CH:34][C:29]([C:30]([O:32][CH3:33])=[O:31])=[CH:28][N:27]=1.C(=O)([O-])[O-].[K+].[K+]. The catalyst is CN(C)C=O.O. The product is [CH:9]1([N:8]([CH2:7][C:9]2[CH:14]=[CH:13][C:12]([N:15]3[CH:19]=[C:18]([C:20]([F:21])([F:22])[F:23])[CH:17]=[N:16]3)=[CH:11][C:10]=2[CH3:24])[C:26]2[CH:35]=[CH:34][C:29]([C:30]([O:32][CH3:33])=[O:31])=[CH:28][N:27]=2)[CH2:14][CH2:13][CH2:12][CH2:11][CH2:10]1. The yield is 0.150. (7) The reactants are C(OC([N:8]1[CH2:12][CH2:11][CH2:10][C@@H:9]1[CH2:13][O:14][C:15]1[CH:20]=[CH:19][C:18]([CH2:21][C:22]2[CH:27]=[CH:26][C:25]([C:28]3[CH:33]=[CH:32][N:31]=[CH:30][CH:29]=3)=[CH:24][CH:23]=2)=[CH:17][CH:16]=1)=O)(C)(C)C.[ClH:34].CCOCC. The catalyst is O1CCOCC1. The product is [ClH:34].[NH:8]1[CH2:12][CH2:11][CH2:10][C@@H:9]1[CH2:13][O:14][C:15]1[CH:16]=[CH:17][C:18]([CH2:21][C:22]2[CH:27]=[CH:26][C:25]([C:28]3[CH:33]=[CH:32][N:31]=[CH:30][CH:29]=3)=[CH:24][CH:23]=2)=[CH:19][CH:20]=1. The yield is 0.800. (8) The reactants are [CH3:1][O:2][C:3]([C:5]1[CH:14]=[C:13]([OH:15])[C:12]2[C:7](=[CH:8][CH:9]=[C:10]([Br:16])[CH:11]=2)[CH:6]=1)=[O:4].C(=O)([O-])[O-].[K+].[K+].C(S([C:28]1[CH:33]=[CH:32][C:31]([S:34]([CH2:37][CH3:38])(=[O:36])=[O:35])=[CH:30][N:29]=1)(=O)=O)C.CN(C)C=O. The catalyst is C(OCC)(=O)C. The product is [CH3:1][O:2][C:3]([C:5]1[CH:14]=[C:13]([O:15][C:28]2[CH:33]=[CH:32][C:31]([S:34]([CH2:37][CH3:38])(=[O:35])=[O:36])=[CH:30][N:29]=2)[C:12]2[C:7](=[CH:8][CH:9]=[C:10]([Br:16])[CH:11]=2)[CH:6]=1)=[O:4]. The yield is 0.410.